Predict the product of the given reaction. From a dataset of Forward reaction prediction with 1.9M reactions from USPTO patents (1976-2016). (1) Given the reactants Cl[C:2]1[N:7]=[C:6]([C:8]2[S:12][C:11]([N:13]3[CH2:18][CH2:17][O:16][CH2:15][CH2:14]3)=[N:10][C:9]=2[C:19]2[C:20]([F:34])=[C:21]([NH:25][S:26]([C:29]3[O:30][CH:31]=[CH:32][CH:33]=3)(=[O:28])=[O:27])[CH:22]=[CH:23][CH:24]=2)[CH:5]=[CH:4][N:3]=1.[CH3:35][S:36]([N:39]1[CH2:44][CH2:43][CH:42]([NH2:45])[CH2:41][CH2:40]1)(=[O:38])=[O:37], predict the reaction product. The product is: [F:34][C:20]1[C:19]([C:9]2[N:10]=[C:11]([N:13]3[CH2:18][CH2:17][O:16][CH2:15][CH2:14]3)[S:12][C:8]=2[C:6]2[CH:5]=[CH:4][N:3]=[C:2]([NH:45][CH:42]3[CH2:43][CH2:44][N:39]([S:36]([CH3:35])(=[O:38])=[O:37])[CH2:40][CH2:41]3)[N:7]=2)=[CH:24][CH:23]=[CH:22][C:21]=1[NH:25][S:26]([C:29]1[O:30][CH:31]=[CH:32][CH:33]=1)(=[O:28])=[O:27]. (2) Given the reactants N#N.[N+:3]([C:6]1[CH:7]=[N:8][N:9]([CH2:11][C:12]2[O:16][C:15]([CH2:17][OH:18])=[CH:14][CH:13]=2)[CH:10]=1)([O-:5])=[O:4], predict the reaction product. The product is: [N+:3]([C:6]1[CH:7]=[N:8][N:9]([CH2:11][C:12]2[O:16][C:15]([CH:17]=[O:18])=[CH:14][CH:13]=2)[CH:10]=1)([O-:5])=[O:4]. (3) The product is: [OH:32][CH:31]([C:22]1[CH:23]=[C:24]2[C:28](=[CH:29][C:21]=1[CH3:20])[C:27](=[O:30])[O:26][CH2:25]2)[CH2:33][N:9]1[CH2:8][CH2:7][C:5]2([CH2:4][N:3]([C:12]3[CH:19]=[CH:18][C:15]([C:16]#[N:17])=[CH:14][N:13]=3)[C:2](=[O:1])[CH2:6]2)[CH2:11][CH2:10]1. Given the reactants [O:1]=[C:2]1[CH2:6][C:5]2([CH2:11][CH2:10][NH:9][CH2:8][CH2:7]2)[CH2:4][N:3]1[C:12]1[CH:19]=[CH:18][C:15]([C:16]#[N:17])=[CH:14][N:13]=1.[CH3:20][C:21]1[CH:29]=[C:28]2[C:24]([CH2:25][O:26][C:27]2=[O:30])=[CH:23][C:22]=1[CH:31]1[CH2:33][O:32]1, predict the reaction product. (4) The product is: [F:36][CH:19]([F:18])[C:20]1[CH:25]=[CH:24][N:23]=[C:22]([NH:26][C:27]2[N:28]=[C:29]([C:34]3[N:3]=[N:2][N:1]([CH2:4][CH:5]4[O:10][CH2:9][CH2:8][N:7]([C:11]([O:13][C:14]([CH3:17])([CH3:16])[CH3:15])=[O:12])[CH2:6]4)[CH:35]=3)[CH:30]=[C:31]([CH3:33])[CH:32]=2)[CH:21]=1. Given the reactants [N:1]([CH2:4][CH:5]1[O:10][CH2:9][CH2:8][N:7]([C:11]([O:13][C:14]([CH3:17])([CH3:16])[CH3:15])=[O:12])[CH2:6]1)=[N+:2]=[N-:3].[F:18][CH:19]([F:36])[C:20]1[CH:25]=[CH:24][N:23]=[C:22]([NH:26][C:27]2[CH:32]=[C:31]([CH3:33])[CH:30]=[C:29]([C:34]#[CH:35])[N:28]=2)[CH:21]=1.O=C1O[C@H]([C@H](CO)O)C([O-])=C1O.[Na+], predict the reaction product. (5) Given the reactants C(N(S(F)(F)[F:7])CC)C.[Si:10]([O:17][CH:18]1[CH2:27][C:26]([CH3:29])([CH3:28])[CH2:25][C:24]2[N:23]=[C:22]([CH:30]3[CH2:34][CH2:33][CH2:32][CH2:31]3)[C:21]([CH:35]([C:37]3[CH:42]=[CH:41][C:40]([C:43]([F:46])([F:45])[F:44])=[CH:39][CH:38]=3)O)=[C:20]([C:47]3[CH:52]=[CH:51][C:50]([F:53])=[C:49]([F:54])[CH:48]=3)[C:19]1=2)([C:13]([CH3:16])([CH3:15])[CH3:14])([CH3:12])[CH3:11], predict the reaction product. The product is: [Si:10]([O:17][CH:18]1[CH2:27][C:26]([CH3:29])([CH3:28])[CH2:25][C:24]2[N:23]=[C:22]([CH:30]3[CH2:31][CH2:32][CH2:33][CH2:34]3)[C:21]([CH:35]([F:7])[C:37]3[CH:42]=[CH:41][C:40]([C:43]([F:46])([F:45])[F:44])=[CH:39][CH:38]=3)=[C:20]([C:47]3[CH:52]=[CH:51][C:50]([F:53])=[C:49]([F:54])[CH:48]=3)[C:19]1=2)([C:13]([CH3:16])([CH3:14])[CH3:15])([CH3:12])[CH3:11]. (6) Given the reactants [CH3:1][O:2][C:3](=[O:28])[CH:4]([NH2:27])[CH2:5][NH:6][C:7]([N:9]1[CH2:26][CH2:25][C:12]2([N:16]([C:17]3[CH:22]=[CH:21][CH:20]=[CH:19][CH:18]=3)[CH2:15][N:14]([CH3:23])[C:13]2=[O:24])[CH2:11][CH2:10]1)=[O:8].[C:29]([N:32]1[C@H:36]([C:37](O)=[O:38])[CH2:35][S:34][CH2:33]1)(=[O:31])[CH3:30].CN([P+](ON1N=NC2C=CC=CC1=2)(N(C)C)N(C)C)C.F[P-](F)(F)(F)(F)F.C(N(CC)C(C)C)(C)C, predict the reaction product. The product is: [CH3:1][O:2][C:3](=[O:28])[CH:4]([NH:27][C:37]([C@@H:36]1[CH2:35][S:34][CH2:33][N:32]1[C:29](=[O:31])[CH3:30])=[O:38])[CH2:5][NH:6][C:7]([N:9]1[CH2:10][CH2:11][C:12]2([N:16]([C:17]3[CH:22]=[CH:21][CH:20]=[CH:19][CH:18]=3)[CH2:15][N:14]([CH3:23])[C:13]2=[O:24])[CH2:25][CH2:26]1)=[O:8]. (7) Given the reactants N(C(N1CCCCC1)=O)=NC(N1CCCCC1)=O.C(P(CCCC)CCCC)CCC.[CH3:32][O:33][CH:34]([O:51][CH3:52])[C:35]1[C:40]([O:41][CH2:42][O:43][CH3:44])=[C:39]([C:45]([F:48])([F:47])[F:46])[CH:38]=[CH:37][C:36]=1[CH2:49][OH:50].O[C:54]1[CH:59]=[CH:58][C:57]([C:60]2[CH:65]=[CH:64][C:63]([CH2:66][C:67]([O:69][CH3:70])=[O:68])=[CH:62][CH:61]=2)=[CH:56][CH:55]=1, predict the reaction product. The product is: [CH3:52][O:51][CH:34]([O:33][CH3:32])[C:35]1[C:40]([O:41][CH2:42][O:43][CH3:44])=[C:39]([C:45]([F:46])([F:47])[F:48])[CH:38]=[CH:37][C:36]=1[CH2:49][O:50][C:54]1[CH:55]=[CH:56][C:57]([C:60]2[CH:65]=[CH:64][C:63]([CH2:66][C:67]([O:69][CH3:70])=[O:68])=[CH:62][CH:61]=2)=[CH:58][CH:59]=1.